Regression. Given two drug SMILES strings and cell line genomic features, predict the synergy score measuring deviation from expected non-interaction effect. From a dataset of Merck oncology drug combination screen with 23,052 pairs across 39 cell lines. (1) Drug 1: COC1CC2CCC(C)C(O)(O2)C(=O)C(=O)N2CCCCC2C(=O)OC(C(C)CC2CCC(OP(C)(C)=O)C(OC)C2)CC(=O)C(C)C=C(C)C(O)C(OC)C(=O)C(C)CC(C)C=CC=CC=C1C. Drug 2: COC1=C2CC(C)CC(OC)C(O)C(C)C=C(C)C(OC(N)=O)C(OC)C=CC=C(C)C(=O)NC(=CC1=O)C2=O. Cell line: NCIH23. Synergy scores: synergy=0.690. (2) Drug 1: NC1(c2ccc(-c3nc4ccn5c(=O)[nH]nc5c4cc3-c3ccccc3)cc2)CCC1. Drug 2: CC1(c2nc3c(C(N)=O)cccc3[nH]2)CCCN1. Cell line: A427. Synergy scores: synergy=3.97. (3) Cell line: RKO. Drug 1: CN1C(=O)C=CC2(C)C3CCC4(C)C(NC(=O)OCC(F)(F)F)CCC4C3CCC12. Drug 2: CC1(c2nc3c(C(N)=O)cccc3[nH]2)CCCN1. Synergy scores: synergy=-3.49. (4) Drug 1: CCC1(O)CC2CN(CCc3c([nH]c4ccccc34)C(C(=O)OC)(c3cc4c(cc3OC)N(C)C3C(O)(C(=O)OC)C(OC(C)=O)C5(CC)C=CCN6CCC43C65)C2)C1. Drug 2: CCN(CC)CCNC(=O)c1c(C)[nH]c(C=C2C(=O)Nc3ccc(F)cc32)c1C. Cell line: NCIH2122. Synergy scores: synergy=4.97. (5) Drug 1: COC12C(COC(N)=O)C3=C(C(=O)C(C)=C(N)C3=O)N1CC1NC12. Drug 2: O=C(CCCCCCC(=O)Nc1ccccc1)NO. Cell line: PA1. Synergy scores: synergy=-5.94. (6) Drug 1: CCC1=CC2CN(C1)Cc1c([nH]c3ccccc13)C(C(=O)OC)(c1cc3c(cc1OC)N(C)C1C(O)(C(=O)OC)C(OC(C)=O)C4(CC)C=CCN5CCC31C54)C2. Drug 2: CCc1cnn2c(NCc3ccc[n+]([O-])c3)cc(N3CCCCC3CCO)nc12. Cell line: UACC62. Synergy scores: synergy=13.3. (7) Drug 1: Cc1nc(Nc2ncc(C(=O)Nc3c(C)cccc3Cl)s2)cc(N2CCN(CCO)CC2)n1. Drug 2: CCC1(O)C(=O)OCc2c1cc1n(c2=O)Cc2cc3c(CN(C)C)c(O)ccc3nc2-1. Cell line: EFM192B. Synergy scores: synergy=-0.800. (8) Drug 1: CCN(CC)CCNC(=O)c1c(C)[nH]c(C=C2C(=O)Nc3ccc(F)cc32)c1C. Drug 2: NC1CCCCC1N.O=C(O)C(=O)O.[Pt+2]. Cell line: SKMEL30. Synergy scores: synergy=-7.45. (9) Drug 1: Cn1nnc2c(C(N)=O)ncn2c1=O. Drug 2: CC1(c2nc3c(C(N)=O)cccc3[nH]2)CCCN1. Cell line: ES2. Synergy scores: synergy=9.36.